Dataset: Full USPTO retrosynthesis dataset with 1.9M reactions from patents (1976-2016). Task: Predict the reactants needed to synthesize the given product. (1) Given the product [O:15]1[C:20]2=[CH:21][CH:22]=[CH:23][C:19]2=[CH:18][CH:17]=[C:16]1[CH:35]1[CH2:36][CH2:38][CH2:34][CH2:33][N:32]1[C:6](=[O:11])[C:7]([F:8])([F:9])[F:10], predict the reactants needed to synthesize it. The reactants are: [F:8][C:7]([F:10])([F:9])[C:6](O[C:6](=[O:11])[C:7]([F:10])([F:9])[F:8])=[O:11].Cl.[O:15]1[C:20]2=[CH:21][CH:22]=[CH:23][C:19]2=[CH:18][CH:17]=[C:16]1N1CCCCC1.C([N:32]([CH2:35][CH3:36])[CH2:33][CH3:34])C.Cl[CH2:38]Cl. (2) Given the product [F:1][C:2]1[C:3]([C:8]2([NH2:12])[CH2:11][CH2:10][CH2:9]2)=[N:4][CH:5]=[CH:6][CH:7]=1, predict the reactants needed to synthesize it. The reactants are: [F:1][C:2]1[C:3]([C:8]2([NH:12]C(=O)OC)[CH2:11][CH2:10][CH2:9]2)=[N:4][CH:5]=[CH:6][CH:7]=1.[OH-].[Na+]. (3) Given the product [F:1][C:2]1[C:14]([NH:15][CH2:16][C:17]2[CH:22]=[C:21]([O:23][CH3:24])[CH:20]=[C:19]([C:25]3[CH:30]=[CH:29][CH:28]=[C:27]([F:31])[CH:26]=3)[CH:18]=2)=[C:13]([F:32])[CH:12]=[CH:11][C:3]=1[O:4][CH2:5][C:6]([OH:8])=[O:7], predict the reactants needed to synthesize it. The reactants are: [F:1][C:2]1[C:14]([NH:15][CH2:16][C:17]2[CH:22]=[C:21]([O:23][CH3:24])[CH:20]=[C:19]([C:25]3[CH:30]=[CH:29][CH:28]=[C:27]([F:31])[CH:26]=3)[CH:18]=2)=[C:13]([F:32])[CH:12]=[CH:11][C:3]=1[O:4][CH2:5][C:6]([O:8]CC)=[O:7].[OH-].[Na+]. (4) Given the product [CH2:1]([O:8][C:9]1[CH:10]=[CH:11][C:12]([Br:17])=[C:13]([CH:16]=1)[C:14]([OH:20])=[O:15])[C:2]1[CH:3]=[CH:4][CH:5]=[CH:6][CH:7]=1, predict the reactants needed to synthesize it. The reactants are: [CH2:1]([O:8][C:9]1[CH:10]=[CH:11][C:12]([Br:17])=[C:13]([CH:16]=1)[CH:14]=[O:15])[C:2]1[CH:7]=[CH:6][CH:5]=[CH:4][CH:3]=1.[OH-].[K+].[O-:20][Mn](=O)(=O)=O.[K+]. (5) Given the product [CH2:3]([C@@H:2]1[NH:1][CH:10]([C:11]2[CH:16]=[CH:15][CH:14]=[CH:13][CH:12]=2)[NH:9][C:7]1=[O:8])[CH:4]([CH3:6])[CH3:5], predict the reactants needed to synthesize it. The reactants are: [NH2:1][C@H:2]([C:7]([NH2:9])=[O:8])[CH2:3][CH:4]([CH3:6])[CH3:5].[CH:10](=O)[C:11]1[CH:16]=[CH:15][CH:14]=[CH:13][CH:12]=1.CCN(CC)CC.C([O-])([O-])=O.[K+].[K+]. (6) Given the product [C:1]([O:5][C:6]([NH:8][C@H:9]([C:25]([N:27]1[CH2:31][CH2:30][C@H:29]([F:32])[CH2:28]1)=[O:26])[C@H:10]([CH:12]1[CH2:24][CH2:23][CH:15]([C:16]([O:18][CH2:19][CH2:20][CH2:21][CH3:22])=[O:17])[CH2:14][CH2:13]1)[CH3:11])=[O:7])([CH3:3])([CH3:4])[CH3:2], predict the reactants needed to synthesize it. The reactants are: [C:1]([O:5][C:6]([NH:8][C@H:9]([C:25]([N:27]1[CH2:31][CH2:30][C@H:29]([F:32])[CH2:28]1)=[O:26])[C@H:10]([C:12]1[CH:24]=[CH:23][C:15]([C:16]([O:18][CH2:19][CH2:20][CH2:21][CH3:22])=[O:17])=[CH:14][CH:13]=1)[CH3:11])=[O:7])([CH3:4])([CH3:3])[CH3:2].[H][H].